This data is from Reaction yield outcomes from USPTO patents with 853,638 reactions. The task is: Predict the reaction yield, written as a fraction of the theoretical maximum amount of product (1.0 means a 100% yield; for example, 0.34 means a 34% yield). (1) The reactants are [Cl:1][C:2]1[CH:3]=[C:4]2[C:8](=[CH:9][CH:10]=1)[NH:7][CH:6]=[C:5]2[CH2:11][CH2:12][NH:13][C:14](=[O:22])[C:15]1[CH:20]=[CH:19][CH:18]=[C:17](I)[CH:16]=1.[C:23]1([CH3:32])[CH:28]=[CH:27][CH:26]=[CH:25][C:24]=1B(O)O.C(=O)([O-])[O-].[Na+].[Na+]. The catalyst is C(COC)OC.O.C1C=CC([P]([Pd]([P](C2C=CC=CC=2)(C2C=CC=CC=2)C2C=CC=CC=2)([P](C2C=CC=CC=2)(C2C=CC=CC=2)C2C=CC=CC=2)[P](C2C=CC=CC=2)(C2C=CC=CC=2)C2C=CC=CC=2)(C2C=CC=CC=2)C2C=CC=CC=2)=CC=1. The product is [Cl:1][C:2]1[CH:3]=[C:4]2[C:8](=[CH:9][CH:10]=1)[NH:7][CH:6]=[C:5]2[CH2:11][CH2:12][NH:13][C:14]([C:15]1[CH:16]=[C:17]([C:24]2[CH:25]=[CH:26][CH:27]=[CH:28][C:23]=2[CH3:32])[CH:18]=[CH:19][CH:20]=1)=[O:22]. The yield is 0.790. (2) The reactants are [F-].C([N+](CCCC)(CCCC)CCCC)CCC.[Cl:19][C:20]1[CH:25]=[CH:24][C:23]([CH:26]([C:28]2[S:29][CH:30]=[C:31]([Si](C)(C)C)[N:32]=2)[OH:27])=[C:22]([O:37][CH3:38])[CH:21]=1. The catalyst is C1COCC1. The product is [Cl:19][C:20]1[CH:25]=[CH:24][C:23]([CH:26]([C:28]2[S:29][CH:30]=[CH:31][N:32]=2)[OH:27])=[C:22]([O:37][CH3:38])[CH:21]=1. The yield is 0.880. (3) The reactants are [CH3:1][C:2]1[N:7]=[C:6]([NH:8][NH2:9])[CH:5]=[C:4]([S:10][CH3:11])[N:3]=1.N/[C:13](/[CH3:17])=[CH:14]\[C:15]#[N:16]. The catalyst is C(O)(C)C. The product is [CH3:17][C:13]1[CH:14]=[C:15]([NH2:16])[N:8]([C:6]2[CH:5]=[C:4]([S:10][CH3:11])[N:3]=[C:2]([CH3:1])[N:7]=2)[N:9]=1. The yield is 0.510.